Dataset: Catalyst prediction with 721,799 reactions and 888 catalyst types from USPTO. Task: Predict which catalyst facilitates the given reaction. (1) Reactant: [CH3:1][C:2]1([CH3:8])[CH:6]([NH2:7])[CH2:5][CH2:4][O:3]1.Cl[C:10]1[C:19]2[C:14](=[C:15]([O:22][CH3:23])[C:16]([O:20][CH3:21])=[CH:17][CH:18]=2)[N:13]=[CH:12][N:11]=1.CCN(C(C)C)C(C)C. Product: [CH3:1][C:2]1([CH3:8])[CH:6]([NH:7][C:10]2[C:19]3[C:14](=[C:15]([O:22][CH3:23])[C:16]([O:20][CH3:21])=[CH:17][CH:18]=3)[N:13]=[CH:12][N:11]=2)[CH2:5][CH2:4][O:3]1. The catalyst class is: 3. (2) Reactant: C([O:3][C:4]([C:6]1([CH3:35])[CH2:11][CH2:10][N:9]([C:12]2[N:17]=[CH:16][C:15]([C:18]3[CH:19]=[C:20]([CH2:33][CH3:34])[C:21]4[S:25][C:24]([NH:26][C:27]([NH:29][CH2:30][CH3:31])=[O:28])=[N:23][C:22]=4[CH:32]=3)=[CH:14][N:13]=2)[CH2:8][CH2:7]1)=[O:5])C.[OH-].[Na+].Cl. Product: [CH2:33]([C:20]1[C:21]2[S:25][C:24]([NH:26][C:27]([NH:29][CH2:30][CH3:31])=[O:28])=[N:23][C:22]=2[CH:32]=[C:18]([C:15]2[CH:14]=[N:13][C:12]([N:9]3[CH2:10][CH2:11][C:6]([CH3:35])([C:4]([OH:5])=[O:3])[CH2:7][CH2:8]3)=[N:17][CH:16]=2)[CH:19]=1)[CH3:34]. The catalyst class is: 14.